From a dataset of CYP2D6 inhibition data for predicting drug metabolism from PubChem BioAssay. Regression/Classification. Given a drug SMILES string, predict its absorption, distribution, metabolism, or excretion properties. Task type varies by dataset: regression for continuous measurements (e.g., permeability, clearance, half-life) or binary classification for categorical outcomes (e.g., BBB penetration, CYP inhibition). Dataset: cyp2d6_veith. (1) The molecule is CC(=O)N1CCC2(CC1)CCN(C(=O)Nc1cccc(F)c1)CC2. The result is 1 (inhibitor). (2) The drug is CCOC(=O)CN1C(=O)C(Sc2n[nH]c(-c3ccc(C)cc3)n2)CCc2ccccc21. The result is 0 (non-inhibitor). (3) The molecule is C#CCCCO/N=C1/C[C@@H](O)[C@@H](O)[C@@H]2[C@@H]3C(=O)N([C@@H](C)c4ccccc4)C(=O)[C@H]3CC[C@@H]12. The result is 0 (non-inhibitor).